Dataset: Catalyst prediction with 721,799 reactions and 888 catalyst types from USPTO. Task: Predict which catalyst facilitates the given reaction. (1) Reactant: [N:1]1[CH:6]=[CH:5][CH:4]=[C:3]([CH3:7])[C:2]=1[CH3:8].[Se](=O)=[O:10]. Product: [CH3:7][C:3]1[C:2]([CH:8]=[O:10])=[N:1][CH:6]=[CH:5][CH:4]=1. The catalyst class is: 12. (2) Reactant: [OH:1][C@H:2]1[CH2:7][CH2:6][C@H:5]([C:8]([O:10][C:11]([CH3:14])([CH3:13])[CH3:12])=[O:9])[CH2:4][CH2:3]1.O[C:16]1[CH:26]=[CH:25][C:19]([C:20]([O:22][CH2:23][CH3:24])=[O:21])=[CH:18][N:17]=1.C1(P(C2C=CC=CC=2)C2C=CC=CC=2)C=CC=CC=1.N(C(OC(C)C)=O)=NC(OC(C)C)=O. Product: [C:11]([O:10][C:8]([C@@H:5]1[CH2:4][CH2:3][C@H:2]([O:1][C:16]2[CH:26]=[CH:25][C:19]([C:20]([O:22][CH2:23][CH3:24])=[O:21])=[CH:18][N:17]=2)[CH2:7][CH2:6]1)=[O:9])([CH3:14])([CH3:13])[CH3:12]. The catalyst class is: 7. (3) Reactant: [C:1]1([C:33]2[CH:38]=[CH:37][CH:36]=[CH:35][CH:34]=2)[CH:6]=[CH:5][C:4]([C:7]([N:9]([CH2:11][C:12]2[CH:13]=[C:14]([C:18]3[CH:23]=[CH:22][C:21]([CH2:24][C@H:25]([O:30][CH2:31][CH3:32])[C:26]([O:28]C)=[O:27])=[CH:20][CH:19]=3)[CH:15]=[CH:16][CH:17]=2)[CH3:10])=[O:8])=[CH:3][CH:2]=1.O.[OH-].[Li+].O.CO. Product: [C:1]1([C:33]2[CH:34]=[CH:35][CH:36]=[CH:37][CH:38]=2)[CH:2]=[CH:3][C:4]([C:7]([N:9]([CH2:11][C:12]2[CH:13]=[C:14]([C:18]3[CH:23]=[CH:22][C:21]([CH2:24][C@H:25]([O:30][CH2:31][CH3:32])[C:26]([OH:28])=[O:27])=[CH:20][CH:19]=3)[CH:15]=[CH:16][CH:17]=2)[CH3:10])=[O:8])=[CH:5][CH:6]=1. The catalyst class is: 1.